This data is from Full USPTO retrosynthesis dataset with 1.9M reactions from patents (1976-2016). The task is: Predict the reactants needed to synthesize the given product. (1) Given the product [F:15][C:9](=[C:21]1[CH2:22][CH2:23][O:18][CH2:19][CH2:20]1)[C:10]([OH:12])=[O:11], predict the reactants needed to synthesize it. The reactants are: C(OP([CH:9]([F:15])[C:10]([O:12]CC)=[O:11])(OCC)=O)C.[H-].[Na+].[O:18]1[CH2:23][CH2:22][C:21](=O)[CH2:20][CH2:19]1. (2) Given the product [CH3:1][O:2][C:3]([C:5]1[CH:14]=[C:13]([O:15][CH2:25][C:26]([C:28]2[CH:33]=[CH:32][C:31]([O:34][CH3:35])=[CH:30][CH:29]=2)=[O:27])[C:12]2[C:7](=[CH:8][C:9]([Cl:17])=[CH:10][C:11]=2[Cl:16])[CH:6]=1)=[O:4], predict the reactants needed to synthesize it. The reactants are: [CH3:1][O:2][C:3]([C:5]1[CH:14]=[C:13]([OH:15])[C:12]2[C:7](=[CH:8][C:9]([Cl:17])=[CH:10][C:11]=2[Cl:16])[CH:6]=1)=[O:4].C([O-])([O-])=O.[K+].[K+].Br[CH2:25][C:26]([C:28]1[CH:33]=[CH:32][C:31]([O:34][CH3:35])=[CH:30][CH:29]=1)=[O:27]. (3) Given the product [CH3:1][CH:2]([CH3:18])[C:3]([NH:5][C:6]1[CH:11]=[CH:10][CH:9]=[C:8]([CH:12]2[CH2:17][CH2:16][N:15]([CH2:28][CH2:27][CH2:26][CH2:25][C:19]3[CH:24]=[CH:23][CH:22]=[CH:21][CH:20]=3)[CH2:14][CH2:13]2)[CH:7]=1)=[O:4], predict the reactants needed to synthesize it. The reactants are: [CH3:1][CH:2]([CH3:18])[C:3]([NH:5][C:6]1[CH:11]=[CH:10][CH:9]=[C:8]([CH:12]2[CH2:17][CH2:16][NH:15][CH2:14][CH2:13]2)[CH:7]=1)=[O:4].[C:19]1([CH2:25][CH2:26][CH2:27][CH2:28]Cl)[CH:24]=[CH:23][CH:22]=[CH:21][CH:20]=1.C(N(C(C)C)CC)(C)C. (4) Given the product [N+:10]([C:8]1[CH:9]=[C:4]2[C:5](=[CH:6][C:7]=1[C:13]([F:16])([F:15])[F:14])[NH:17][C:18](=[O:19])[N:26]([NH:25][S:22]([CH3:21])(=[O:24])=[O:23])[C:3]2=[O:2])([O-:12])=[O:11], predict the reactants needed to synthesize it. The reactants are: C[O:2][C:3](=O)[C:4]1[CH:9]=[C:8]([N+:10]([O-:12])=[O:11])[C:7]([C:13]([F:16])([F:15])[F:14])=[CH:6][C:5]=1[N:17]=[C:18]=[O:19].[CH3:21][S:22]([NH:25][NH2:26])(=[O:24])=[O:23].[OH-].[Na+].Cl. (5) Given the product [NH2:1][C:2]1[C:6]2[C:7](=[O:28])[N:8]([C@H:23]([CH:25]([CH3:27])[CH3:26])[CH3:24])[CH:9]=[C:10]([C:11]3[CH:16]=[CH:15][C:14]([N:17]4[CH2:18][CH2:19][O:20][CH2:21][CH2:22]4)=[CH:13][N:12]=3)[C:5]=2[NH:4][N:3]=1, predict the reactants needed to synthesize it. The reactants are: [NH2:1][C:2]1[C:6]2[C:7](=[O:28])[N:8]([CH:23]([CH:25]([CH3:27])[CH3:26])[CH3:24])[CH:9]=[C:10]([C:11]3[CH:16]=[CH:15][C:14]([N:17]4[CH2:22][CH2:21][O:20][CH2:19][CH2:18]4)=[CH:13][N:12]=3)[C:5]=2[NH:4][N:3]=1.CCCCCC.C(O)C.C(NCC)C. (6) The reactants are: [CH:1]1[C:10]2[C:5](=[CH:6][CH:7]=[CH:8][CH:9]=2)[CH:4]=[CH:3][C:2]=1[OH:11].[C:12]([O:16][CH2:17][CH3:18])(=[O:15])[CH:13]=[O:14].C1(C)C=CC=CC=1. Given the product [OH:14][CH:13]([C:1]1[C:10]2[C:5](=[CH:6][CH:7]=[CH:8][CH:9]=2)[CH:4]=[CH:3][C:2]=1[OH:11])[C:12]([O:16][CH2:17][CH3:18])=[O:15], predict the reactants needed to synthesize it. (7) Given the product [Br:22][C:23]1[CH:30]=[CH:29][C:26]([CH2:27][O:18][C:15]2[CH:16]=[CH:17][N:12]([C:9]3[CH:10]=[CH:11][C:6]4[N:7]([C:20]([CH3:21])=[C:4]([CH:1]5[CH2:3][CH2:2]5)[N:5]=4)[CH:8]=3)[C:13](=[O:19])[CH:14]=2)=[CH:25][CH:24]=1, predict the reactants needed to synthesize it. The reactants are: [CH:1]1([C:4]2[N:5]=[C:6]3[CH:11]=[CH:10][C:9]([N:12]4[CH:17]=[CH:16][C:15]([OH:18])=[CH:14][C:13]4=[O:19])=[CH:8][N:7]3[C:20]=2[CH3:21])[CH2:3][CH2:2]1.[Br:22][C:23]1[CH:30]=[CH:29][C:26]([CH2:27]O)=[CH:25][CH:24]=1.C1(P(C2C=CC=CC=2)C2C=CC=CC=2)C=CC=CC=1. (8) The reactants are: Cl[C:2]1[N:3]=[C:4]([NH:17][CH2:18][CH2:19][CH3:20])[C:5]2[N:11]=[C:10]([Cl:12])[N:9]=[C:8]([NH:13][CH2:14][CH2:15][CH3:16])[C:6]=2[N:7]=1.Cl.[CH3:22][NH:23][O:24][CH3:25].C(N(CC)C(C)C)(C)C.C([O-])(O)=O.[Na+]. Given the product [Cl:12][C:10]1[N:9]=[C:8]([NH:13][CH2:14][CH2:15][CH3:16])[C:6]2[N:7]=[C:2]([N:23]([CH3:22])[O:24][CH3:25])[N:3]=[C:4]([NH:17][CH2:18][CH2:19][CH3:20])[C:5]=2[N:11]=1, predict the reactants needed to synthesize it. (9) The reactants are: C([N:3]([CH2:13][CH3:14])[C:4](=[O:12])[C:5]1[CH:10]=[CH:9][CH:8]=[CH:7][C:6]=1[CH3:11])C.[N:15]1([CH2:21]CC#N)[CH2:20][CH2:19][CH2:18][CH2:17][CH2:16]1. Given the product [N:15]1([CH2:21][CH2:14][C:13]2[NH:3][C:4](=[O:12])[C:5]3[C:6]([CH:11]=2)=[CH:7][CH:8]=[CH:9][CH:10]=3)[CH2:20][CH2:19][CH2:18][CH2:17][CH2:16]1, predict the reactants needed to synthesize it. (10) The reactants are: C([Li])CCC.Br[C:7]1[CH:12]=[CH:11][C:10]([F:13])=[CH:9][CH:8]=1.[F:14][C:15]([F:22])([F:21])[C:16](OCC)=[O:17].[N+:23]([CH3:26])([O-])=O.Cl. Given the product [NH2:23][CH2:26][C:16]([C:7]1[CH:12]=[CH:11][C:10]([F:13])=[CH:9][CH:8]=1)([OH:17])[C:15]([F:22])([F:21])[F:14], predict the reactants needed to synthesize it.